From a dataset of Catalyst prediction with 721,799 reactions and 888 catalyst types from USPTO. Predict which catalyst facilitates the given reaction. (1) Reactant: C(Cl)(C)=O.CC([Si](C1C=CC=CC=1)(C1C=CC=CC=1)[O:10][CH2:11][C:12]1[N:13]=[C:14]([C:17]2[CH:22]=[CH:21][C:20]([F:23])=[CH:19][CH:18]=2)[O:15][CH:16]=1)(C)C. Product: [F:23][C:20]1[CH:19]=[CH:18][C:17]([C:14]2[O:15][CH:16]=[C:12]([CH2:11][OH:10])[N:13]=2)=[CH:22][CH:21]=1. The catalyst class is: 5. (2) Reactant: [ClH:1].C(OC(=O)[NH:8][CH2:9][C:10]1[CH:15]=[CH:14][C:13]([CH2:16][OH:17])=[CH:12][CH:11]=1)(C)(C)C. Product: [ClH:1].[NH2:8][CH2:9][C:10]1[CH:15]=[CH:14][C:13]([CH2:16][OH:17])=[CH:12][CH:11]=1. The catalyst class is: 12. (3) Reactant: C(O[C:6]([N:8](C)[C@@H:9]([C:31]([CH3:39])([C:33]1[CH:38]=[CH:37][CH:36]=[CH:35][CH:34]=1)[CH3:32])[CH2:10][NH:11][C@H:12]([C:17]([N:19]([CH3:30])[C@@H:20]([CH:27]([CH3:29])[CH3:28])/[CH:21]=[C:22](\[CH3:26])/[C:23]([OH:25])=[O:24])=[O:18])[C:13]([CH3:16])([CH3:15])[CH3:14])=O)(C)(C)C.Cl. Product: [CH3:26]/[C:22](=[CH:21]\[C@@H:20]([N:19]([CH3:30])[C:17](=[O:18])[C@H:12]([C:13]([CH3:16])([CH3:15])[CH3:14])[NH:11][CH2:10][C@@H:9]([NH:8][CH3:6])[C:31]([CH3:32])([C:33]1[CH:38]=[CH:37][CH:36]=[CH:35][CH:34]=1)[CH3:39])[CH:27]([CH3:29])[CH3:28])/[C:23]([OH:25])=[O:24]. The catalyst class is: 4. (4) Reactant: [NH2:1][C:2]1[CH:11]=[CH:10][C:5]([C:6]([O:8][CH3:9])=[O:7])=[CH:4][CH:3]=1.[C:12]1(B(O)O)[CH:17]=[CH:16][CH:15]=[CH:14][CH:13]=1.N1C=CC=CC=1. Product: [C:12]1([NH:1][C:2]2[CH:3]=[CH:4][C:5]([C:6]([O:8][CH3:9])=[O:7])=[CH:10][CH:11]=2)[CH:17]=[CH:16][CH:15]=[CH:14][CH:13]=1. The catalyst class is: 221. (5) Reactant: Cl[C:2]1[C:7]2[CH:8]=[N:9][N:10]([CH2:11][C:12]3[CH:17]=[CH:16][C:15]([O:18][CH3:19])=[CH:14][CH:13]=3)[C:6]=2[CH:5]=[C:4]([Cl:20])[N:3]=1.CCN(C(C)C)C(C)C.Cl.[F:31][C:32]1([F:37])[CH2:36][CH2:35][NH:34][CH2:33]1. Product: [Cl:20][C:4]1[N:3]=[C:2]([N:34]2[CH2:35][CH2:36][C:32]([F:37])([F:31])[CH2:33]2)[C:7]2[CH:8]=[N:9][N:10]([CH2:11][C:12]3[CH:17]=[CH:16][C:15]([O:18][CH3:19])=[CH:14][CH:13]=3)[C:6]=2[CH:5]=1. The catalyst class is: 3.